This data is from NCI-60 drug combinations with 297,098 pairs across 59 cell lines. The task is: Regression. Given two drug SMILES strings and cell line genomic features, predict the synergy score measuring deviation from expected non-interaction effect. (1) Drug 1: CC(CN1CC(=O)NC(=O)C1)N2CC(=O)NC(=O)C2. Drug 2: CCC1(CC2CC(C3=C(CCN(C2)C1)C4=CC=CC=C4N3)(C5=C(C=C6C(=C5)C78CCN9C7C(C=CC9)(C(C(C8N6C)(C(=O)OC)O)OC(=O)C)CC)OC)C(=O)OC)O.OS(=O)(=O)O. Cell line: A498. Synergy scores: CSS=33.1, Synergy_ZIP=-10.2, Synergy_Bliss=-6.42, Synergy_Loewe=-5.14, Synergy_HSA=-2.18. (2) Drug 1: C1C(C(OC1N2C=NC3=C(N=C(N=C32)Cl)N)CO)O. Drug 2: C1=NC2=C(N1)C(=S)N=CN2. Cell line: HS 578T. Synergy scores: CSS=37.6, Synergy_ZIP=-7.74, Synergy_Bliss=0.0347, Synergy_Loewe=-5.65, Synergy_HSA=2.28. (3) Synergy scores: CSS=58.1, Synergy_ZIP=2.37, Synergy_Bliss=2.38, Synergy_Loewe=0.533, Synergy_HSA=6.87. Drug 1: C1C(C(OC1N2C=C(C(=O)NC2=O)F)CO)O. Cell line: RPMI-8226. Drug 2: C1=CC=C(C=C1)NC(=O)CCCCCCC(=O)NO. (4) Drug 1: C1=CN(C=N1)CC(O)(P(=O)(O)O)P(=O)(O)O. Drug 2: C1CN1C2=NC(=NC(=N2)N3CC3)N4CC4. Cell line: NCI-H226. Synergy scores: CSS=-4.39, Synergy_ZIP=6.55, Synergy_Bliss=5.29, Synergy_Loewe=-5.65, Synergy_HSA=-5.75. (5) Drug 1: CCN(CC)CCNC(=O)C1=C(NC(=C1C)C=C2C3=C(C=CC(=C3)F)NC2=O)C. Drug 2: N.N.Cl[Pt+2]Cl. Cell line: DU-145. Synergy scores: CSS=45.9, Synergy_ZIP=0.0264, Synergy_Bliss=-2.51, Synergy_Loewe=-4.57, Synergy_HSA=-1.90. (6) Drug 1: CC(C1=C(C=CC(=C1Cl)F)Cl)OC2=C(N=CC(=C2)C3=CN(N=C3)C4CCNCC4)N. Drug 2: CC1CCC2CC(C(=CC=CC=CC(CC(C(=O)C(C(C(=CC(C(=O)CC(OC(=O)C3CCCCN3C(=O)C(=O)C1(O2)O)C(C)CC4CCC(C(C4)OC)OCCO)C)C)O)OC)C)C)C)OC. Cell line: U251. Synergy scores: CSS=31.8, Synergy_ZIP=3.32, Synergy_Bliss=5.92, Synergy_Loewe=-10.9, Synergy_HSA=6.38. (7) Drug 1: CC12CCC(CC1=CCC3C2CCC4(C3CC=C4C5=CN=CC=C5)C)O. Drug 2: CN(C(=O)NC(C=O)C(C(C(CO)O)O)O)N=O. Cell line: SK-MEL-2. Synergy scores: CSS=-5.52, Synergy_ZIP=-1.45, Synergy_Bliss=-9.46, Synergy_Loewe=-9.40, Synergy_HSA=-11.5. (8) Drug 1: C1C(C(OC1N2C=C(C(=O)NC2=O)F)CO)O. Drug 2: CC1=C(C=C(C=C1)C(=O)NC2=CC(=CC(=C2)C(F)(F)F)N3C=C(N=C3)C)NC4=NC=CC(=N4)C5=CN=CC=C5. Cell line: KM12. Synergy scores: CSS=18.0, Synergy_ZIP=2.22, Synergy_Bliss=0.768, Synergy_Loewe=-15.8, Synergy_HSA=-1.46. (9) Drug 1: C1=CN(C=N1)CC(O)(P(=O)(O)O)P(=O)(O)O. Drug 2: C#CCC(CC1=CN=C2C(=N1)C(=NC(=N2)N)N)C3=CC=C(C=C3)C(=O)NC(CCC(=O)O)C(=O)O. Cell line: SK-MEL-2. Synergy scores: CSS=1.12, Synergy_ZIP=6.16, Synergy_Bliss=11.8, Synergy_Loewe=3.62, Synergy_HSA=-0.692. (10) Drug 1: C1C(C(OC1N2C=C(C(=O)NC2=O)F)CO)O. Drug 2: C1CN(CCN1C(=O)CCBr)C(=O)CCBr. Cell line: EKVX. Synergy scores: CSS=5.26, Synergy_ZIP=-4.16, Synergy_Bliss=-3.27, Synergy_Loewe=-4.48, Synergy_HSA=-2.46.